Dataset: Full USPTO retrosynthesis dataset with 1.9M reactions from patents (1976-2016). Task: Predict the reactants needed to synthesize the given product. Given the product [C:20]([S@@:23](/[N:25]=[CH:1]/[C:3]1[C:8]([CH3:9])=[CH:7][CH:6]=[CH:5][C:4]=1[CH2:10][CH2:11][C:12]([O:14][C:15]([CH3:18])([CH3:17])[CH3:16])=[O:13])=[O:24])([CH3:22])([CH3:21])[CH3:19], predict the reactants needed to synthesize it. The reactants are: [CH:1]([C:3]1[C:8]([CH3:9])=[CH:7][CH:6]=[CH:5][C:4]=1[CH2:10][CH2:11][C:12]([O:14][C:15]([CH3:18])([CH3:17])[CH3:16])=[O:13])=O.[CH3:19][C:20]([S@@:23]([NH2:25])=[O:24])([CH3:22])[CH3:21].